Dataset: Full USPTO retrosynthesis dataset with 1.9M reactions from patents (1976-2016). Task: Predict the reactants needed to synthesize the given product. (1) Given the product [CH3:1][O:2][C:3]1[CH:22]=[CH:21][C:6]([O:7][C:8]2[S:9][C:10]([C:13]3[CH:17]=[C:16]([CH:18]([NH:20][C:30](=[O:32])[CH3:31])[CH3:19])[O:15][N:14]=3)=[CH:11][N:12]=2)=[CH:5][CH:4]=1, predict the reactants needed to synthesize it. The reactants are: [CH3:1][O:2][C:3]1[CH:22]=[CH:21][C:6]([O:7][C:8]2[S:9][C:10]([C:13]3[CH:17]=[C:16]([CH:18]([NH2:20])[CH3:19])[O:15][N:14]=3)=[CH:11][N:12]=2)=[CH:5][CH:4]=1.C(N(CC)CC)C.[C:30](OC(=O)C)(=[O:32])[CH3:31]. (2) The reactants are: [CH3:1][C:2]([C:4]1[CH:9]=[CH:8][C:7](Br)=[CH:6][CH:5]=1)=[O:3].[CH:11]1([CH2:14][N:15]2[CH2:21][CH2:20][CH2:19][N:18]([C:22]([C@H:24]3[CH2:28][CH2:27][NH:26][CH2:25]3)=[O:23])[CH2:17][CH2:16]2)[CH2:13][CH2:12]1. Given the product [CH:11]1([CH2:14][N:15]2[CH2:21][CH2:20][CH2:19][N:18]([C:22]([C@H:24]3[CH2:28][CH2:27][N:26]([C:7]4[CH:8]=[CH:9][C:4]([C:2](=[O:3])[CH3:1])=[CH:5][CH:6]=4)[CH2:25]3)=[O:23])[CH2:17][CH2:16]2)[CH2:13][CH2:12]1, predict the reactants needed to synthesize it. (3) Given the product [CH3:1][C:2]1([CH3:29])[CH2:5][N:6]2[C:14]3[CH:13]=[CH:12][C:11]([S:15]([N:18]4[CH2:19][CH2:20][CH2:21][CH2:22]4)(=[O:16])=[O:17])=[CH:10][C:9]=3[C:8]3([O:27][CH2:26][CH2:25][CH2:24][O:23]3)[C:7]2=[N:4][CH2:3]1, predict the reactants needed to synthesize it. The reactants are: [CH3:1][C:2]([CH3:29])([CH2:5][N:6]1[C:14]2[C:9](=[CH:10][C:11]([S:15]([N:18]3[CH2:22][CH2:21][CH2:20][CH2:19]3)(=[O:17])=[O:16])=[CH:12][CH:13]=2)[C:8]2([O:27][CH2:26][CH2:25][CH2:24][O:23]2)[C:7]1=O)[C:3]#[N:4].N.C1COCC1.[H][H]. (4) The reactants are: [H-].[Na+].[CH2:3]([N:5]1[C:9]2[CH:10]=[CH:11][C:12]([C:14]3[NH:15][CH:16]=[N:17][C:18]=3[C:19]3[CH:20]=[C:21]([CH3:25])[CH:22]=[CH:23][CH:24]=3)=[CH:13][C:8]=2[N:7]([CH2:26][CH3:27])[C:6]1=[O:28])[CH3:4].[CH2:29](Br)[C:30]1[CH:35]=[CH:34][CH:33]=[CH:32][CH:31]=1. Given the product [CH2:29]([N:15]1[C:14]([C:12]2[CH:11]=[CH:10][C:9]3[N:5]([CH2:3][CH3:4])[C:6](=[O:28])[N:7]([CH2:26][CH3:27])[C:8]=3[CH:13]=2)=[C:18]([C:19]2[CH:20]=[C:21]([CH3:25])[CH:22]=[CH:23][CH:24]=2)[N:17]=[CH:16]1)[C:30]1[CH:35]=[CH:34][CH:33]=[CH:32][CH:31]=1, predict the reactants needed to synthesize it. (5) The reactants are: [Cl:1][C:2]1[CH:7]=[C:6]([F:8])[CH:5]=[CH:4][C:3]=1[S:9]([CH:12]1[CH2:16][CH2:15][CH:14]([C:17]([OH:19])=O)[CH2:13]1)(=[O:11])=[O:10].[NH2:20][C:21]1([C:24]#[N:25])[CH2:23][CH2:22]1. Given the product [C:24]([C:21]1([NH:20][C:17]([C@@H:14]2[CH2:15][CH2:16][C@@H:12]([S:9]([C:3]3[CH:4]=[CH:5][C:6]([F:8])=[CH:7][C:2]=3[Cl:1])(=[O:10])=[O:11])[CH2:13]2)=[O:19])[CH2:23][CH2:22]1)#[N:25], predict the reactants needed to synthesize it.